Dataset: Reaction yield outcomes from USPTO patents with 853,638 reactions. Task: Predict the reaction yield, written as a fraction of the theoretical maximum amount of product (1.0 means a 100% yield; for example, 0.34 means a 34% yield). The reactants are [CH2:1]([O:3][C:4](=[O:23])[CH:5]([CH2:14][C:15]1[CH:20]=[CH:19][CH:18]=[C:17](OC)[CH:16]=1)[C:6](=[O:13])[C:7]1[CH:12]=[CH:11][CH:10]=[CH:9][CH:8]=1)[CH3:2].[C:24]1([Mg]Cl)[CH:29]=[CH:28][CH:27]=[CH:26][CH:25]=1.C1C[O:35][CH2:34]C1. No catalyst specified. The product is [CH2:1]([O:3][C:4]([C:5]1[C:6]([OH:13])([C:7]2[CH:12]=[CH:11][CH:10]=[CH:9][CH:8]=2)[C:24]2[C:29]([C:14]=1[C:15]1[CH:16]=[CH:17][CH:18]=[CH:19][CH:20]=1)=[CH:28][CH:27]=[C:26]([O:35][CH3:34])[CH:25]=2)=[O:23])[CH3:2]. The yield is 0.760.